Dataset: Full USPTO retrosynthesis dataset with 1.9M reactions from patents (1976-2016). Task: Predict the reactants needed to synthesize the given product. (1) Given the product [Cl:1][C:2]1[CH:7]=[CH:6][C:5]([S:8]([C:10]2[C:11]([C:36]#[N:37])=[C:12]([C:26]3[CH:31]=[CH:30][N:29]=[C:28]([NH:32][C:33](=[O:35])[CH3:34])[CH:27]=3)[S:13][C:14]=2[C:15]2[NH:19][CH:18]=[N:17][N:16]=2)=[O:9])=[CH:4][CH:3]=1, predict the reactants needed to synthesize it. The reactants are: [Cl:1][C:2]1[CH:7]=[CH:6][C:5]([S:8]([C:10]2[C:11]([C:36]#[N:37])=[C:12]([C:26]3[CH:31]=[CH:30][N:29]=[C:28]([NH:32][C:33](=[O:35])[CH3:34])[CH:27]=3)[S:13][C:14]=2[C:15]2[N:19]=[CH:18][N:17](C3CCCCO3)[N:16]=2)=[O:9])=[CH:4][CH:3]=1.C(O)(C(F)(F)F)=O. (2) Given the product [CH3:17][O:18][N:19]([CH3:20])[C:13]([C@H:9]1[CH2:10][CH2:11][CH2:12][N:8]1[C:6]([O:5][C:1]([CH3:2])([CH3:3])[CH3:4])=[O:7])=[O:15], predict the reactants needed to synthesize it. The reactants are: [C:1]([O:5][C:6]([N:8]1[CH2:12][CH2:11][CH2:10][C@@H:9]1[C:13]([OH:15])=O)=[O:7])([CH3:4])([CH3:3])[CH3:2].Cl.[CH3:17][O:18][NH:19][CH3:20].C(N(C(C)C)CC)(C)C.C[NH3+].F[P-](F)(F)(F)(F)F.N1(OC(N(C)C)=[N+](C)C)C2N=CC=CC=2N=N1.F[P-](F)(F)(F)(F)F.